Task: Predict the reactants needed to synthesize the given product.. Dataset: Full USPTO retrosynthesis dataset with 1.9M reactions from patents (1976-2016) Given the product [CH:23]1([N:22]2[C:21]3[CH:29]=[CH:30][C:31]([C:33]([OH:35])=[O:34])=[CH:32][C:20]=3[N:19]=[C:18]2[C:13]2[CH:14]=[C:15]3[C:10](=[CH:11][CH:12]=2)[N:9]=[C:80]([C:73]2[CH:74]=[C:75]([O:78][CH3:79])[CH:76]=[CH:77][C:72]=2[CH:66]2[CH2:71][CH2:70][CH2:69][CH2:68][CH2:67]2)[CH:81]=[CH:16]3)[CH2:24][CH2:25][CH2:26][CH2:27][CH2:28]1, predict the reactants needed to synthesize it. The reactants are: BrC1C=CC(O)=C(C2C=[CH:16][C:15]3[C:10](=[CH:11][CH:12]=[C:13]([C:18]4[N:22]([CH:23]5[CH2:28][CH2:27][CH2:26][CH2:25][CH2:24]5)[C:21]5[CH:29]=[CH:30][C:31]([C:33]([OH:35])=[O:34])=[CH:32][C:20]=5[N:19]=4)[CH:14]=3)[N:9]=2)C=1.C(OC(C1C=CC2N(C3CCCCC3)C(C3C=CC(N)=C(C=O)C=3)=NC=2C=1)=O)C.[CH:66]1([C:72]2[CH:77]=[CH:76][C:75]([O:78][CH3:79])=[CH:74][C:73]=2[C:80](=O)[CH3:81])[CH2:71][CH2:70][CH2:69][CH2:68][CH2:67]1.[OH-].[K+].